From a dataset of Full USPTO retrosynthesis dataset with 1.9M reactions from patents (1976-2016). Predict the reactants needed to synthesize the given product. (1) Given the product [NH2:19][C:11]1[C:10]2=[N:26][N:27]([CH2:30][CH3:31])[C:28]([CH2:29][C:35]3([OH:38])[CH2:36][CH2:37][O:32][CH2:33][CH2:34]3)=[C:9]2[C:8]2[CH:7]=[CH:6][CH:5]=[CH:14][C:13]=2[N:12]=1, predict the reactants needed to synthesize it. The reactants are: C([C:5]1[CH:6]=[CH:7][C:8]2[C:9]3[C:10](=[N:26][N:27]([CH2:30][CH3:31])[C:28]=3[CH3:29])[C:11]([N:19](C([O-])=O)C([O-])=O)=[N:12][C:13]=2[C:14]=1C(C)(C)C)(C)(C)C.[O:32]1[CH2:37][CH2:36][C:35](=[O:38])[CH2:34][CH2:33]1.C(C1C=CC2C3C(=NN(CCC)C=3C)C(N(C([O-])=O)C([O-])=O)=NC=2C=1C(C)(C)C)(C)(C)C. (2) Given the product [N:1]1[CH:6]=[CH:5][CH:4]=[CH:3][C:2]=1[C:7]1[CH:8]=[C:9]([NH2:10])[NH:13][N:12]=1, predict the reactants needed to synthesize it. The reactants are: [N:1]1[CH:6]=[CH:5][CH:4]=[CH:3][C:2]=1[C:7](=O)[CH2:8][C:9]#[N:10].[NH2:12][NH2:13].